The task is: Predict the reaction yield, written as a fraction of the theoretical maximum amount of product (1.0 means a 100% yield; for example, 0.34 means a 34% yield).. This data is from Reaction yield outcomes from USPTO patents with 853,638 reactions. (1) The reactants are [N+:1]([C:4]1[CH:13]=[C:12]([C:14]([O:16]C)=[O:15])[CH:11]=[CH:10][C:5]=1[C:6]([O:8][CH3:9])=[O:7])([O-:3])=[O:2].[OH-].[Na+]. The catalyst is O1CCOCC1. The product is [N+:1]([C:4]1[CH:13]=[C:12]([C:14]([OH:16])=[O:15])[CH:11]=[CH:10][C:5]=1[C:6]([O:8][CH3:9])=[O:7])([O-:3])=[O:2]. The yield is 0.360. (2) The reactants are [Cl:1][C:2]1[CH:16]=[CH:15][C:5]([CH2:6][N:7]2[CH:12]=[C:11](Br)[CH:10]=[CH:9][C:8]2=[O:14])=[CH:4][CH:3]=1.[OH:17][CH2:18][C:19]1[CH:24]=[CH:23][C:22](B(O)O)=[CH:21][CH:20]=1. No catalyst specified. The product is [Cl:1][C:2]1[CH:16]=[CH:15][C:5]([CH2:6][N:7]2[CH:12]=[C:11]([C:22]3[CH:23]=[CH:24][C:19]([CH2:18][OH:17])=[CH:20][CH:21]=3)[CH:10]=[CH:9][C:8]2=[O:14])=[CH:4][CH:3]=1. The yield is 0.520. (3) The reactants are O1CCCCC1[N:7]1[CH:11]=[CH:10][C:9]([CH:12]([C:14]2[CH:31]=[CH:30][C:17]3[N:18](COCC[Si](C)(C)C)[C:19](=[O:21])[S:20][C:16]=3[CH:15]=2)[CH3:13])=[N:8]1.FC(F)(F)C(O)=O. The catalyst is ClCCl. The product is [NH:7]1[CH:11]=[CH:10][C:9]([CH:12]([C:14]2[CH:31]=[CH:30][C:17]3[NH:18][C:19](=[O:21])[S:20][C:16]=3[CH:15]=2)[CH3:13])=[N:8]1. The yield is 0.610. (4) The reactants are [CH3:1][C@@H:2]1[O:7][C@@H:6]([O:8][C@@H:9]2[C:14]3=[C:15]([OH:32])[C:16]4[C:28](=[O:29])[C:27]5[C:22](=[CH:23][CH:24]=[CH:25][C:26]=5[O:30][CH3:31])[C:20](=[O:21])[C:17]=4[C:18]([OH:19])=[C:13]3[CH2:12][C@@:11]([OH:37])([C:33]([CH2:35][OH:36])=[O:34])[CH2:10]2)[CH2:5][C@H:4]([NH2:38])[C@@H:3]1[OH:39].Cl.CC(C)([O-])C.[K+].[C:47]1([CH3:57])[CH:52]=[CH:51][C:50]([S:53]([OH:56])(=[O:55])=[O:54])=[CH:49][CH:48]=1. The catalyst is C1COCC1. The product is [CH3:1][C@@H:2]1[O:7][C@@H:6]([O:8][C@@H:9]2[C:14]3=[C:15]([OH:32])[C:16]4[C:28](=[O:29])[C:27]5[C:22](=[CH:23][CH:24]=[CH:25][C:26]=5[O:30][CH3:31])[C:20](=[O:21])[C:17]=4[C:18]([OH:19])=[C:13]3[CH2:12][C@@:11]([OH:37])([C:33]([CH2:35][OH:36])=[O:34])[CH2:10]2)[CH2:5][C@H:4]([NH2:38])[C@@H:3]1[OH:39].[S:53]([C:50]1[CH:51]=[CH:52][C:47]([CH3:57])=[CH:48][CH:49]=1)([O-:56])(=[O:55])=[O:54]. The yield is 0.970. (5) The reactants are [CH3:1][N:2]1[C:7]2[CH:8]=[CH:9][CH:10]=[CH:11][C:6]=2[C:5](=[O:12])[O:4][C:3]1=O.[NH2:14][CH2:15]C(O)=O.O.C(N(CC)CC)C. The catalyst is COCCOC.C(O)(=O)C.CCOCC. The product is [CH3:1][N:2]1[C:7]2[CH:8]=[CH:9][CH:10]=[CH:11][C:6]=2[C:5](=[O:12])[NH:14][CH2:15][C:3]1=[O:4]. The yield is 0.670. (6) The reactants are Br[C:2]1[CH:7]=[CH:6][C:5]([CH3:8])=[CH:4][C:3]=1[C:9]([O:14]COCC)([CH2:12][F:13])[CH2:10][F:11].[Li]CCCC.[B:24](OC)(OC)[O:25]C.CC(=O)OCC. The catalyst is C1COCC1. The product is [F:11][CH2:10][C:9]1([CH2:12][F:13])[O:14][B:24]([OH:25])[C:2]2[CH:7]=[CH:6][C:5]([CH3:8])=[CH:4][C:3]1=2. The yield is 0.320. (7) The reactants are [CH3:1][NH:2][C:3]1[CH2:7][S:6][C:5](=[O:8])[N:4]=1.CC(C)([O-])C.[K+].[CH:15]([C:17]1[C:18]([O:36][CH3:37])=[C:19]([CH:33]=[CH:34][CH:35]=1)[O:20][C:21]1[CH:28]=[CH:27][C:24]([C:25]#[N:26])=[CH:23][C:22]=1[C:29]([F:32])([F:31])[F:30])=O.[Cl-].[NH4+]. The catalyst is C(O)C. The product is [CH3:37][O:36][C:18]1[C:17](/[CH:15]=[C:7]2/[C:3]([NH:2][CH3:1])=[N:4][C:5](=[O:8])[S:6]/2)=[CH:35][CH:34]=[CH:33][C:19]=1[O:20][C:21]1[CH:28]=[CH:27][C:24]([C:25]#[N:26])=[CH:23][C:22]=1[C:29]([F:30])([F:32])[F:31]. The yield is 0.610. (8) The reactants are [Br:1][C:2]1[CH:7]=[CH:6][C:5]([OH:8])=[C:4]([CH2:9][CH2:10][OH:11])[CH:3]=1.C(=O)([O-])[O-].[K+].[K+].Cl[C:19]([F:24])([F:23])C([O-])=O.[Na+].O. The catalyst is CN(C=O)C.O. The product is [Br:1][C:2]1[CH:7]=[CH:6][C:5]([O:8][CH:19]([F:24])[F:23])=[C:4]([CH2:9][CH2:10][OH:11])[CH:3]=1. The yield is 0.330. (9) The reactants are [Cl:1][C:2]1[CH:9]=[C:8]([OH:10])[CH:7]=[CH:6][C:3]=1[C:4]#N.S(=O)(=O)(O)[OH:12].[CH2:16]([OH:18])[CH3:17]. No catalyst specified. The product is [CH2:16]([O:18][C:4](=[O:12])[C:3]1[CH:6]=[CH:7][C:8]([OH:10])=[CH:9][C:2]=1[Cl:1])[CH3:17]. The yield is 0.380. (10) The reactants are Cl.[NH:2]([C:4]1[CH:5]=[C:6]([CH:10]=[CH:11][CH:12]=1)[C:7]([OH:9])=[O:8])[NH2:3].[CH3:13][C:14]([CH3:21])([CH3:20])[C:15](=O)[CH2:16][C:17]#[N:18].[CH2:22](O)[CH3:23]. No catalyst specified. The product is [CH2:22]([O:8][C:7](=[O:9])[C:6]1[CH:10]=[CH:11][CH:12]=[C:4]([N:2]2[C:17]([NH2:18])=[CH:16][C:15]([C:14]([CH3:21])([CH3:20])[CH3:13])=[N:3]2)[CH:5]=1)[CH3:23].[NH2:18][C:17]1[N:2]([C:4]2[CH:5]=[C:6]([CH:10]=[CH:11][CH:12]=2)[C:7]([OH:9])=[O:8])[N:3]=[C:15]([C:14]([CH3:21])([CH3:20])[CH3:13])[CH:16]=1. The yield is 0.400.